The task is: Predict the reaction yield, written as a fraction of the theoretical maximum amount of product (1.0 means a 100% yield; for example, 0.34 means a 34% yield).. This data is from Reaction yield outcomes from USPTO patents with 853,638 reactions. (1) The reactants are [Si]([O:8][C:9]1[CH:10]=[C:11]2[C:15](=[CH:16][CH:17]=1)[NH:14][CH:13]=[C:12]2[CH:18]1[CH2:23][CH2:22][N:21]([CH3:24])[CH2:20][CH2:19]1)(C(C)(C)C)(C)C.[CH2:25](Br)[C:26]1[CH:31]=[CH:30][CH:29]=[CH:28][CH:27]=1.[F-].C([N+](CCCC)(CCCC)CCCC)CCC. The catalyst is O1CCCC1.[H-].[K+]. The product is [CH2:25]([N:14]1[C:15]2[C:11](=[CH:10][C:9]([OH:8])=[CH:17][CH:16]=2)[C:12]([CH:18]2[CH2:19][CH2:20][N:21]([CH3:24])[CH2:22][CH2:23]2)=[CH:13]1)[C:26]1[CH:31]=[CH:30][CH:29]=[CH:28][CH:27]=1. The yield is 0.990. (2) The reactants are [CH2:1]([C:3]1([CH3:27])[O:26][CH2:25][C:6]2=[C:7]([N:19]3[CH2:24][CH2:23][O:22][CH2:21][CH2:20]3)[N:8]=[C:9]3[S:17][C:16]4[C:15](=O)[NH:14][CH:13]=[N:12][C:11]=4[C:10]3=[C:5]2[CH2:4]1)[CH3:2].P(Cl)(Cl)([Cl:30])=O. No catalyst specified. The product is [Cl:30][C:15]1[N:14]=[CH:13][N:12]=[C:11]2[C:10]3[C:9](=[N:8][C:7]([N:19]4[CH2:24][CH2:23][O:22][CH2:21][CH2:20]4)=[C:6]4[CH2:25][O:26][C:3]([CH2:1][CH3:2])([CH3:27])[CH2:4][C:5]=34)[S:17][C:16]=12. The yield is 1.00. (3) The reactants are [CH2:1]([O:8][N:9]([C:21](=[O:28])[CH2:22][C:23]([O:25][CH2:26][CH3:27])=[O:24])[C:10]1[N:20]=[CH:19][CH:18]=[CH:17][C:11]=1[C:12]([O:14]CC)=O)[C:2]1[CH:7]=[CH:6][CH:5]=[CH:4][CH:3]=1.[O-]CC.[Na+]. The catalyst is C(O)C. The product is [CH2:1]([O:8][N:9]1[C:10]2[C:11](=[CH:17][CH:18]=[CH:19][N:20]=2)[C:12]([OH:14])=[C:22]([C:23]([O:25][CH2:26][CH3:27])=[O:24])[C:21]1=[O:28])[C:2]1[CH:7]=[CH:6][CH:5]=[CH:4][CH:3]=1. The yield is 0.820. (4) The reactants are B(Cl)(Cl)Cl.[CH2:5]([NH:7][C:8]([C:10]1[C:14]([C:15]2[CH:20]=[CH:19][C:18]([CH2:21][N:22]3[CH2:27][CH2:26][O:25][CH2:24][CH2:23]3)=[CH:17][CH:16]=2)=[C:13]([C:28]2[CH:33]=[C:32]([Cl:34])[C:31]([O:35]CC3C=CC=CC=3)=[CH:30][C:29]=2[O:43]CC2C=CC=CC=2)[O:12][N:11]=1)=[O:9])[CH3:6].C([O-])(O)=O.[Na+]. The catalyst is C(Cl)Cl. The product is [CH2:5]([NH:7][C:8]([C:10]1[C:14]([C:15]2[CH:16]=[CH:17][C:18]([CH2:21][N:22]3[CH2:27][CH2:26][O:25][CH2:24][CH2:23]3)=[CH:19][CH:20]=2)=[C:13]([C:28]2[CH:33]=[C:32]([Cl:34])[C:31]([OH:35])=[CH:30][C:29]=2[OH:43])[O:12][N:11]=1)=[O:9])[CH3:6]. The yield is 0.640. (5) The reactants are N[C:2]1[CH:7]=[C:6]([O:8][CH3:9])[CH:5]=[CH:4][C:3]=1[S:10]([NH:13][C:14]1[CH:15]=[CH:16][CH:17]=[C:18]2[C:23]=1[N:22]=[CH:21][CH:20]=[CH:19]2)(=[O:12])=[O:11].C(ON=O)(C)(C)C. No catalyst specified. The product is [CH3:9][O:8][C:6]1[CH:5]=[C:4]2[C:3]([S:10](=[O:12])(=[O:11])[NH:13][C:14]3[C:15]2=[CH:16][CH:17]=[C:18]2[C:23]=3[N:22]=[CH:21][CH:20]=[CH:19]2)=[CH:2][CH:7]=1. The yield is 0.100.